This data is from Full USPTO retrosynthesis dataset with 1.9M reactions from patents (1976-2016). The task is: Predict the reactants needed to synthesize the given product. (1) Given the product [Br:20][C:17]1[CH:18]=[CH:19][C:14]([CH:13]([NH:21][C:34](=[O:35])[C:33]2[CH:37]=[CH:38][CH:39]=[C:31]([Cl:30])[C:32]=2[F:40])[C:12]([C@@H:7]2[CH2:8][CH2:9][CH2:10][CH2:11][C@H:6]2[C:4]([O:3][CH3:2])=[O:5])=[O:22])=[CH:15][CH:16]=1, predict the reactants needed to synthesize it. The reactants are: Cl.[CH3:2][O:3][C:4]([C@@H:6]1[CH2:11][CH2:10][CH2:9][CH2:8][C@H:7]1[C:12](=[O:22])[CH:13]([NH2:21])[C:14]1[CH:19]=[CH:18][C:17]([Br:20])=[CH:16][CH:15]=1)=[O:5].C(N(CC)CC)C.[Cl:30][C:31]1[C:32]([F:40])=[C:33]([CH:37]=[CH:38][CH:39]=1)[C:34](Cl)=[O:35]. (2) The reactants are: [C:1]([O:5][C:6]([N:8]1[CH2:13][CH2:12][CH2:11][C@H:10]([C:14]([OH:17])([CH3:16])[CH3:15])[CH2:9]1)=[O:7])([CH3:4])([CH3:3])[CH3:2].[H-].[Na+].C(N=[CH:25][C:26]1[CH:31]=[CH:30][CH:29]=[CH:28][C:27]=1F)(C)(C)C.[OH2:33]. Given the product [C:1]([O:5][C:6]([N:8]1[CH2:13][CH2:12][CH2:11][C@H:10]([C:14]([O:17][C:27]2[CH:28]=[CH:29][CH:30]=[CH:31][C:26]=2[CH:25]=[O:33])([CH3:16])[CH3:15])[CH2:9]1)=[O:7])([CH3:4])([CH3:2])[CH3:3], predict the reactants needed to synthesize it. (3) Given the product [F:25][C:12]1[CH:11]=[CH:10][C:9]([O:8][C:5]2[CH:6]=[N:7][C:2]([NH:1][S:32]([C:29]3[CH:30]=[CH:31][C:26]([CH3:36])=[CH:27][CH:28]=3)(=[O:34])=[O:33])=[CH:3][CH:4]=2)=[CH:14][C:13]=1[NH:15][C:16]([C:18]1[N:22]([CH3:23])[N:21]=[C:20]([CH3:24])[CH:19]=1)=[O:17], predict the reactants needed to synthesize it. The reactants are: [NH2:1][C:2]1[N:7]=[CH:6][C:5]([O:8][C:9]2[CH:10]=[CH:11][C:12]([F:25])=[C:13]([NH:15][C:16]([C:18]3[N:22]([CH3:23])[N:21]=[C:20]([CH3:24])[CH:19]=3)=[O:17])[CH:14]=2)=[CH:4][CH:3]=1.[C:26]1([CH3:36])[CH:31]=[CH:30][C:29]([S:32](Cl)(=[O:34])=[O:33])=[CH:28][CH:27]=1.